Task: Predict the product of the given reaction.. Dataset: Forward reaction prediction with 1.9M reactions from USPTO patents (1976-2016) (1) Given the reactants OC1C2C(=CC=CC=2)C(NS(C2SC=CC=2)(=O)=O)=CC=1SCC(OCC)=O.[O:28]=[C:29]1[C:38]2[C:33](=[CH:34][CH:35]=[CH:36][CH:37]=2)[C:32](=[N:39][S:40]([C:43]2[S:44][CH:45]=[CH:46][CH:47]=2)(=[O:42])=[O:41])[CH:31]=[C:30]1[S:48][CH2:49][CH2:50][C:51]([O:53][CH3:54])=[O:52], predict the reaction product. The product is: [OH:28][C:29]1[C:38]2[C:33](=[CH:34][CH:35]=[CH:36][CH:37]=2)[C:32]([NH:39][S:40]([C:43]2[S:44][CH:45]=[CH:46][CH:47]=2)(=[O:42])=[O:41])=[CH:31][C:30]=1[S:48][CH2:49][CH2:50][C:51]([O:53][CH3:54])=[O:52]. (2) Given the reactants [CH3:1][O:2][C:3]([NH:5][C@@H:6]([C@@H:10]([CH3:13])[CH2:11][CH3:12])[C:7]([OH:9])=O)=[O:4].CN(C(ON1N=NC2C=CC=NC1=2)=[N+](C)C)C.F[P-](F)(F)(F)(F)F.CCN(C(C)C)C(C)C.Cl.[F:48][C:49]1([F:95])[CH2:53][NH:52][C@H:51]([C:54]2[NH:55][C:56]([C:59]3[CH:60]=[N:61][C:62]([C:65]4[CH:70]=[CH:69][C:68]([C:71]5[N:72]=[C:73]([C@@H:76]6[CH2:88][N:86]7[C:87]8[CH:79]([C@@H:80]([NH:89][C:90](=[O:93])[O:91][CH3:92])[CH2:81][CH2:82][C:83]=8[CH:84]=[CH:85]7)[C:78](=[O:94])[CH2:77]6)[NH:74][CH:75]=5)=[CH:67][CH:66]=4)=[N:63][CH:64]=3)=[CH:57][N:58]=2)[CH2:50]1, predict the reaction product. The product is: [CH3:1][O:2][C:3](=[O:4])[NH:5][C@H:6]([C:7]([N:52]1[CH2:53][C:49]([F:48])([F:95])[CH2:50][C@H:51]1[C:54]1[NH:55][C:56]([C:59]2[CH:64]=[N:63][C:62]([C:65]3[CH:70]=[CH:69][C:68]([C:71]4[N:72]=[C:73]([C@@H:76]5[CH2:88][N:86]6[C:87]7[CH:79]([C@@H:80]([NH:89][C:90]([O:91][CH3:92])=[O:93])[CH2:81][CH2:82][C:83]=7[CH:84]=[CH:85]6)[C:78](=[O:94])[CH2:77]5)[NH:74][CH:75]=4)=[CH:67][CH:66]=3)=[N:61][CH:60]=2)=[CH:57][N:58]=1)=[O:9])[C@@H:10]([CH3:13])[CH2:11][CH3:12]. (3) Given the reactants [CH3:1][C:2]1[N:3]=[N:4][N:5]([CH2:7][C:8]2[CH:13]=[C:12]([C:14]([F:17])([F:16])[F:15])[CH:11]=[CH:10][C:9]=2/[CH:18]=[CH:19]/[C:20](O)=[O:21])[N:6]=1.[F:23][C:24]([F:32])([F:31])[CH:25]1[CH2:30][CH2:29][CH2:28][CH2:27][NH:26]1, predict the reaction product. The product is: [CH3:1][C:2]1[N:3]=[N:4][N:5]([CH2:7][C:8]2[CH:13]=[C:12]([C:14]([F:16])([F:17])[F:15])[CH:11]=[CH:10][C:9]=2/[CH:18]=[CH:19]/[C:20]([N:26]2[CH2:27][CH2:28][CH2:29][CH2:30][CH:25]2[C:24]([F:32])([F:31])[F:23])=[O:21])[N:6]=1. (4) The product is: [NH2:15][C:16]1[C:17](=[O:18])[NH:7][C:4]([C:3]2[CH:8]=[CH:9][CH:10]=[C:11]([N+:12]([O-:14])=[O:13])[C:2]=2[CH3:1])=[N:5][N:6]=1. Given the reactants [CH3:1][C:2]1[C:11]([N+:12]([O-:14])=[O:13])=[CH:10][CH:9]=[CH:8][C:3]=1[C:4](=[NH:7])[NH:5][NH2:6].[NH2:15][C:16](=S)[C:17](OCC)=[O:18], predict the reaction product. (5) Given the reactants [OH:1][B:2]1[C:6]2[CH:7]=[CH:8][C:9]([O:11][C:12]3[CH:20]=[CH:19][C:15]([C:16](O)=[O:17])=[CH:14][CH:13]=3)=[CH:10][C:5]=2[CH2:4][O:3]1.B(OC)(OC)OC.CO.C([O-])(O)=O.[Na+], predict the reaction product. The product is: [OH:17][CH2:16][C:15]1[CH:19]=[CH:20][C:12]([O:11][C:9]2[CH:8]=[CH:7][C:6]3[B:2]([OH:1])[O:3][CH2:4][C:5]=3[CH:10]=2)=[CH:13][CH:14]=1. (6) Given the reactants C1(OC)C=CC=CC=1.[C:9]([C:13]1[CH:18]=[CH:17][C:16](/[C:19](/[C:38]2[NH:43][C:42](=[O:44])[C:41]([CH2:45][CH3:46])=[CH:40][CH:39]=2)=[CH:20]\[C@H:21]2[CH2:25][CH2:24][C:23](=[O:26])[N:22]2CC2C=CC(OC)=CC=2OC)=[CH:15][CH:14]=1)([CH3:12])([CH3:11])[CH3:10], predict the reaction product. The product is: [C:9]([C:13]1[CH:14]=[CH:15][C:16](/[C:19](/[C:38]2[NH:43][C:42](=[O:44])[C:41]([CH2:45][CH3:46])=[CH:40][CH:39]=2)=[CH:20]\[C@H:21]2[CH2:25][CH2:24][C:23](=[O:26])[NH:22]2)=[CH:17][CH:18]=1)([CH3:12])([CH3:11])[CH3:10]. (7) Given the reactants [Cl:1][C:2]1[CH:7]=[CH:6][C:5]([C:8]2[NH:9][CH:10]=[CH:11][C:12]=2[CH3:13])=[CH:4][CH:3]=1.[H-].[Na+].[CH2:16](I)[CH3:17], predict the reaction product. The product is: [Cl:1][C:2]1[CH:3]=[CH:4][C:5]([C:8]2[N:9]([CH2:16][CH3:17])[CH:10]=[CH:11][C:12]=2[CH3:13])=[CH:6][CH:7]=1.